From a dataset of Forward reaction prediction with 1.9M reactions from USPTO patents (1976-2016). Predict the product of the given reaction. (1) The product is: [NH2:1][CH:2]1[CH2:11][CH2:10][C:5]2([O:9][CH2:8][CH2:7][O:6]2)[CH2:4][CH:3]1[C:12]([O:14][CH2:15][CH3:16])=[O:13]. Given the reactants [NH2:1][C:2]1[CH2:11][CH2:10][C:5]2([O:9][CH2:8][CH2:7][O:6]2)[CH2:4][C:3]=1[C:12]([O:14][CH2:15][CH3:16])=[O:13].C(O)(C(F)(F)F)=O.[BH4-].[Na+], predict the reaction product. (2) The product is: [Br:5][C:6]1[CH:7]=[CH:8][C:9]([O:14][CH2:15][CH2:16][N:17]2[CH2:21][CH2:20][CH2:19][CH2:18]2)=[C:10]([CH2:12][Cl:3])[CH:11]=1. Given the reactants S(Cl)([Cl:3])=O.[Br:5][C:6]1[CH:7]=[CH:8][C:9]([O:14][CH2:15][CH2:16][N:17]2[CH2:21][CH2:20][CH2:19][CH2:18]2)=[C:10]([CH2:12]O)[CH:11]=1.C(N(CC)CC)C.C(=O)(O)[O-].[Na+], predict the reaction product. (3) Given the reactants [C:1]([O:5][C:6]([N:8]1[CH:13]([C:14](=[O:26])[NH:15][CH2:16][C:17]([C:19]2[CH:24]=[CH:23][C:22]([Br:25])=[CH:21][CH:20]=2)=[O:18])[CH:12]2[CH2:27][CH:9]1CC2)=[O:7])([CH3:4])([CH3:3])[CH3:2].C([O:32]C(N1C(C(O)=O)C2CC1CC2)=O)(C)(C)C, predict the reaction product. The product is: [C:1]([O:5][C:6]([N:8]1[CH2:9][CH2:27][O:32][CH2:12][CH:13]1[C:14](=[O:26])[NH:15][CH2:16][C:17]([C:19]1[CH:24]=[CH:23][C:22]([Br:25])=[CH:21][CH:20]=1)=[O:18])=[O:7])([CH3:4])([CH3:3])[CH3:2]. (4) Given the reactants [Br:1][C:2]1[CH:7]=[CH:6][C:5]([OH:8])=[CH:4][CH:3]=1.Br[CH2:10][CH2:11][CH2:12][C:13]([F:16])([F:15])[F:14].C([O-])([O-])=O.[K+].[K+], predict the reaction product. The product is: [Br:1][C:2]1[CH:7]=[CH:6][C:5]([O:8][CH2:10][CH2:11][CH2:12][C:13]([F:16])([F:15])[F:14])=[CH:4][CH:3]=1.